This data is from Reaction yield outcomes from USPTO patents with 853,638 reactions. The task is: Predict the reaction yield, written as a fraction of the theoretical maximum amount of product (1.0 means a 100% yield; for example, 0.34 means a 34% yield). (1) The reactants are [F:1][C:2]1[CH:7]=[CH:6][CH:5]=[CH:4][C:3]=1[NH:8][C:9]1[C:10]([NH2:15])=[CH:11][CH:12]=[CH:13][CH:14]=1.[S:16](N)(N)(=[O:18])=[O:17]. No catalyst specified. The product is [F:1][C:2]1[CH:7]=[CH:6][CH:5]=[CH:4][C:3]=1[N:8]1[C:9]2[CH:14]=[CH:13][CH:12]=[CH:11][C:10]=2[NH:15][S:16]1(=[O:18])=[O:17]. The yield is 0.400. (2) The reactants are [CH3:1][C:2]([CH3:8])([CH3:7])[CH2:3][C:4](Cl)=[O:5].[Br:9][C:10]1[CH:15]=[CH:14][C:13]([NH2:16])=[C:12]([Cl:17])[CH:11]=1.O. The catalyst is C(#N)C. The product is [Br:9][C:10]1[CH:15]=[CH:14][C:13]([NH:16][C:4](=[O:5])[CH2:3][C:2]([CH3:8])([CH3:7])[CH3:1])=[C:12]([Cl:17])[CH:11]=1. The yield is 0.720.